This data is from TCR-epitope binding with 47,182 pairs between 192 epitopes and 23,139 TCRs. The task is: Binary Classification. Given a T-cell receptor sequence (or CDR3 region) and an epitope sequence, predict whether binding occurs between them. (1) The epitope is VLQAVGACV. The TCR CDR3 sequence is CASSLDPLAYEQYF. Result: 1 (the TCR binds to the epitope). (2) The epitope is KAYNVTQAF. The TCR CDR3 sequence is CASSVLGGAADTQYF. Result: 0 (the TCR does not bind to the epitope). (3) The epitope is TPRVTGGGAM. The TCR CDR3 sequence is CASSQDPGLNTEAFF. Result: 0 (the TCR does not bind to the epitope). (4) The epitope is DATYQRTRALVR. The TCR CDR3 sequence is CASSFLRLAGGRDEQFF. Result: 0 (the TCR does not bind to the epitope). (5) The epitope is RQLLFVVEV. The TCR CDR3 sequence is CASSPRQGVTYEQYF. Result: 1 (the TCR binds to the epitope).